From a dataset of Peptide-MHC class II binding affinity with 134,281 pairs from IEDB. Regression. Given a peptide amino acid sequence and an MHC pseudo amino acid sequence, predict their binding affinity value. This is MHC class II binding data. (1) The peptide sequence is NGTLNGLDYDDYVYP. The MHC is DRB1_0701 with pseudo-sequence DRB1_0701. The binding affinity (normalized) is 0. (2) The peptide sequence is GKWLDAKSTWYGKPT. The MHC is DRB1_0901 with pseudo-sequence DRB1_0901. The binding affinity (normalized) is 0.630. (3) The peptide sequence is VRYTTEGGTKTEAEDVIPEG. The MHC is DRB3_0101 with pseudo-sequence DRB3_0101. The binding affinity (normalized) is 0.375. (4) The peptide sequence is FVAGAKYMVIQGEPG. The MHC is HLA-DPA10103-DPB10301 with pseudo-sequence HLA-DPA10103-DPB10301. The binding affinity (normalized) is 0.0210. (5) The peptide sequence is GLNITGVTCGPGHGI. The MHC is DRB1_1602 with pseudo-sequence DRB1_1602. The binding affinity (normalized) is 0.0318. (6) The peptide sequence is NNPKEWLQVDFQKTMKVTGV. The MHC is DRB1_1501 with pseudo-sequence DRB1_1501. The binding affinity (normalized) is 0.0106. (7) The peptide sequence is AAWTAGTTVYGAFAA. The binding affinity (normalized) is 0. The MHC is HLA-DPA10103-DPB10601 with pseudo-sequence HLA-DPA10103-DPB10601.